This data is from Peptide-MHC class I binding affinity with 185,985 pairs from IEDB/IMGT. The task is: Regression. Given a peptide amino acid sequence and an MHC pseudo amino acid sequence, predict their binding affinity value. This is MHC class I binding data. (1) The peptide sequence is MITQFESLK. The MHC is HLA-A11:01 with pseudo-sequence HLA-A11:01. The binding affinity (normalized) is 0.415. (2) The peptide sequence is KMFCQLAKT. The MHC is HLA-A02:06 with pseudo-sequence HLA-A02:06. The binding affinity (normalized) is 0.569.